This data is from Forward reaction prediction with 1.9M reactions from USPTO patents (1976-2016). The task is: Predict the product of the given reaction. (1) Given the reactants Cl.CN(C)[CH2:4][CH2:5][C:6]([C:8]1[CH:13]=[CH:12][C:11]([C:14]([F:17])([F:16])[F:15])=[CH:10][CH:9]=1)=O.[CH2:19]([O:21][C:22](=[O:29])[CH:23]=[C:24]([NH2:28])[CH:25]1[CH2:27][CH2:26]1)[CH3:20], predict the reaction product. The product is: [CH2:19]([O:21][C:22](=[O:29])[C:23]1[CH:4]=[CH:5][C:6]([C:8]2[CH:9]=[CH:10][C:11]([C:14]([F:15])([F:16])[F:17])=[CH:12][CH:13]=2)=[N:28][C:24]=1[CH:25]1[CH2:27][CH2:26]1)[CH3:20]. (2) The product is: [CH:31]1([C:34]2([F:38])[CH2:37][N:36]([C:2]3[CH:7]=[C:6]([NH:8][C:9]4[CH:14]=[CH:13][CH:12]=[CH:11][N:10]=4)[N:5]=[C:4]([S:15][C:16]4[CH:21]=[CH:20][C:19]([NH:22][C:23](=[O:29])[CH2:24][C:25]([F:28])([F:27])[F:26])=[CH:18][CH:17]=4)[N:3]=3)[CH2:35]2)[CH2:33][CH2:32]1. Given the reactants Cl[C:2]1[CH:7]=[C:6]([NH:8][C:9]2[CH:14]=[CH:13][CH:12]=[CH:11][N:10]=2)[N:5]=[C:4]([S:15][C:16]2[CH:21]=[CH:20][C:19]([NH:22][C:23](=[O:29])[CH2:24][C:25]([F:28])([F:27])[F:26])=[CH:18][CH:17]=2)[N:3]=1.Cl.[CH:31]1([C:34]2([F:38])[CH2:37][NH:36][CH2:35]2)[CH2:33][CH2:32]1.CCN(C(C)C)C(C)C, predict the reaction product. (3) Given the reactants Br[C:2]1[CH:35]=[CH:34][C:5]([CH2:6][C:7]2[N:8]([C:20]3[CH:25]=[CH:24][C:23]([N:26]4[S:30](=[O:32])(=[O:31])[NH:29][C:28](=[O:33])[CH2:27]4)=[CH:22][CH:21]=3)[CH:9]=[C:10]([C:12]3[CH:17]=[CH:16][C:15]([Cl:18])=[CH:14][C:13]=3[Cl:19])[N:11]=2)=[CH:4][CH:3]=1.[CH3:36][O:37][C:38]([C:40]1[CH:41]=[C:42](B(O)O)[CH:43]=[CH:44][CH:45]=1)=[O:39], predict the reaction product. The product is: [CH3:36][O:37][C:38]([C:40]1[CH:45]=[C:44]([C:2]2[CH:35]=[CH:34][C:5]([CH2:6][C:7]3[N:8]([C:20]4[CH:25]=[CH:24][C:23]([N:26]5[CH2:27][C:28](=[O:33])[NH:29][S:30]5(=[O:32])=[O:31])=[CH:22][CH:21]=4)[CH:9]=[C:10]([C:12]4[CH:17]=[CH:16][C:15]([Cl:18])=[CH:14][C:13]=4[Cl:19])[N:11]=3)=[CH:4][CH:3]=2)[CH:43]=[CH:42][CH:41]=1)=[O:39]. (4) Given the reactants [N:1]([C:4]1[CH:9]=[CH:8][C:7]([Cl:10])=[CH:6][C:5]=1[Br:11])=[N+:2]=[N-:3].[C:12]([O:16][C:17]([CH3:20])([CH3:19])[CH3:18])(=[O:15])[C:13]#[CH:14], predict the reaction product. The product is: [Br:11][C:5]1[CH:6]=[C:7]([Cl:10])[CH:8]=[CH:9][C:4]=1[N:1]1[CH:14]=[C:13]([C:12]([O:16][C:17]([CH3:20])([CH3:19])[CH3:18])=[O:15])[N:3]=[N:2]1.